Dataset: NCI-60 drug combinations with 297,098 pairs across 59 cell lines. Task: Regression. Given two drug SMILES strings and cell line genomic features, predict the synergy score measuring deviation from expected non-interaction effect. (1) Drug 1: CC(CN1CC(=O)NC(=O)C1)N2CC(=O)NC(=O)C2. Drug 2: B(C(CC(C)C)NC(=O)C(CC1=CC=CC=C1)NC(=O)C2=NC=CN=C2)(O)O. Cell line: SF-539. Synergy scores: CSS=16.2, Synergy_ZIP=-2.89, Synergy_Bliss=0.245, Synergy_Loewe=1.18, Synergy_HSA=0.896. (2) Cell line: EKVX. Drug 2: C1CCC(C(C1)N)N.C(=O)(C(=O)[O-])[O-].[Pt+4]. Drug 1: CC1C(C(=O)NC(C(=O)N2CCCC2C(=O)N(CC(=O)N(C(C(=O)O1)C(C)C)C)C)C(C)C)NC(=O)C3=C4C(=C(C=C3)C)OC5=C(C(=O)C(=C(C5=N4)C(=O)NC6C(OC(=O)C(N(C(=O)CN(C(=O)C7CCCN7C(=O)C(NC6=O)C(C)C)C)C)C(C)C)C)N)C. Synergy scores: CSS=8.98, Synergy_ZIP=-3.15, Synergy_Bliss=0.576, Synergy_Loewe=2.75, Synergy_HSA=2.71. (3) Drug 1: CC1=C2C(C(=O)C3(C(CC4C(C3C(C(C2(C)C)(CC1OC(=O)C(C(C5=CC=CC=C5)NC(=O)OC(C)(C)C)O)O)OC(=O)C6=CC=CC=C6)(CO4)OC(=O)C)OC)C)OC. Drug 2: CCC1(CC2CC(C3=C(CCN(C2)C1)C4=CC=CC=C4N3)(C5=C(C=C6C(=C5)C78CCN9C7C(C=CC9)(C(C(C8N6C=O)(C(=O)OC)O)OC(=O)C)CC)OC)C(=O)OC)O.OS(=O)(=O)O. Cell line: OVCAR3. Synergy scores: CSS=74.2, Synergy_ZIP=8.99, Synergy_Bliss=7.92, Synergy_Loewe=4.25, Synergy_HSA=11.9. (4) Drug 1: CC12CCC(CC1=CCC3C2CCC4(C3CC=C4C5=CN=CC=C5)C)O. Drug 2: CN(C)N=NC1=C(NC=N1)C(=O)N. Cell line: ACHN. Synergy scores: CSS=3.00, Synergy_ZIP=-4.84, Synergy_Bliss=-9.84, Synergy_Loewe=-12.7, Synergy_HSA=-10.2. (5) Synergy scores: CSS=5.14, Synergy_ZIP=-0.509, Synergy_Bliss=0.518, Synergy_Loewe=3.49, Synergy_HSA=0.393. Drug 2: CC1=C2C(C(=O)C3(C(CC4C(C3C(C(C2(C)C)(CC1OC(=O)C(C(C5=CC=CC=C5)NC(=O)OC(C)(C)C)O)O)OC(=O)C6=CC=CC=C6)(CO4)OC(=O)C)O)C)O. Drug 1: CCCCCOC(=O)NC1=NC(=O)N(C=C1F)C2C(C(C(O2)C)O)O. Cell line: HL-60(TB). (6) Drug 2: C1=CC=C(C(=C1)C(C2=CC=C(C=C2)Cl)C(Cl)Cl)Cl. Synergy scores: CSS=4.38, Synergy_ZIP=-3.81, Synergy_Bliss=-2.18, Synergy_Loewe=-7.21, Synergy_HSA=-1.90. Drug 1: C1CN1P(=S)(N2CC2)N3CC3. Cell line: MDA-MB-231. (7) Drug 1: CN1CCC(CC1)COC2=C(C=C3C(=C2)N=CN=C3NC4=C(C=C(C=C4)Br)F)OC. Drug 2: CC1C(C(CC(O1)OC2CC(CC3=C2C(=C4C(=C3O)C(=O)C5=C(C4=O)C(=CC=C5)OC)O)(C(=O)CO)O)N)O.Cl. Cell line: MCF7. Synergy scores: CSS=41.9, Synergy_ZIP=0.454, Synergy_Bliss=1.80, Synergy_Loewe=-9.04, Synergy_HSA=3.69. (8) Drug 1: C1=CN(C(=O)N=C1N)C2C(C(C(O2)CO)O)O.Cl. Drug 2: C1CN(CCN1C(=O)CCBr)C(=O)CCBr. Cell line: SF-268. Synergy scores: CSS=14.9, Synergy_ZIP=-5.34, Synergy_Bliss=0.137, Synergy_Loewe=-2.77, Synergy_HSA=1.12. (9) Drug 1: CC1CCC2CC(C(=CC=CC=CC(CC(C(=O)C(C(C(=CC(C(=O)CC(OC(=O)C3CCCCN3C(=O)C(=O)C1(O2)O)C(C)CC4CCC(C(C4)OC)OCCO)C)C)O)OC)C)C)C)OC. Drug 2: CCN(CC)CCNC(=O)C1=C(NC(=C1C)C=C2C3=C(C=CC(=C3)F)NC2=O)C. Cell line: MOLT-4. Synergy scores: CSS=-5.23, Synergy_ZIP=4.19, Synergy_Bliss=-2.97, Synergy_Loewe=-11.3, Synergy_HSA=-11.5. (10) Drug 1: CN(C)N=NC1=C(NC=N1)C(=O)N. Drug 2: CC1=C2C(C(=O)C3(C(CC4C(C3C(C(C2(C)C)(CC1OC(=O)C(C(C5=CC=CC=C5)NC(=O)OC(C)(C)C)O)O)OC(=O)C6=CC=CC=C6)(CO4)OC(=O)C)O)C)O. Cell line: T-47D. Synergy scores: CSS=7.63, Synergy_ZIP=-6.17, Synergy_Bliss=-4.05, Synergy_Loewe=-26.1, Synergy_HSA=-5.32.